This data is from Peptide-MHC class I binding affinity with 185,985 pairs from IEDB/IMGT. The task is: Regression. Given a peptide amino acid sequence and an MHC pseudo amino acid sequence, predict their binding affinity value. This is MHC class I binding data. (1) The peptide sequence is ATVRSTLPI. The MHC is H-2-Db with pseudo-sequence H-2-Db. The binding affinity (normalized) is 0.484. (2) The MHC is HLA-A69:01 with pseudo-sequence HLA-A69:01. The binding affinity (normalized) is 0.436. The peptide sequence is RAIEAQQHL. (3) The peptide sequence is TAFFNTCKPT. The MHC is HLA-A68:02 with pseudo-sequence HLA-A68:02. The binding affinity (normalized) is 0.419. (4) The peptide sequence is YFYYNAFHW. The MHC is HLA-A03:01 with pseudo-sequence HLA-A03:01. The binding affinity (normalized) is 0.0847. (5) The peptide sequence is QESCDKHY. The MHC is Mamu-B17 with pseudo-sequence Mamu-B17. The binding affinity (normalized) is 0.